From a dataset of Full USPTO retrosynthesis dataset with 1.9M reactions from patents (1976-2016). Predict the reactants needed to synthesize the given product. (1) Given the product [CH2:1]([O:3][C:4]([C:6]1([C:9]2[CH:10]=[CH:11][C:12]([C:15]3[CH:20]=[CH:19][C:18]([C:21]4[O:25][N:24]=[C:23]([CH3:26])[C:22]=4[CH2:27][CH2:28][C:29]([O:31][CH3:32])=[O:30])=[CH:17][CH:16]=3)=[CH:13][CH:14]=2)[CH2:8][CH2:7]1)=[O:5])[CH3:2], predict the reactants needed to synthesize it. The reactants are: [CH2:1]([O:3][C:4]([C:6]1([C:9]2[CH:14]=[CH:13][C:12]([C:15]3[CH:20]=[CH:19][C:18]([C:21]4[O:25][N:24]=[C:23]([CH3:26])[C:22]=4/[CH:27]=[CH:28]/[C:29]([O:31][CH3:32])=[O:30])=[CH:17][CH:16]=3)=[CH:11][CH:10]=2)[CH2:8][CH2:7]1)=[O:5])[CH3:2].CCO. (2) Given the product [Cl:41][C:42]1[CH:47]=[C:46]([F:48])[CH:45]=[CH:44][C:43]=1[S:49]([N:28]1[CH2:29][CH:30]2[CH2:31][N:24]([CH2:23][CH2:22][CH2:21][N:9]([C:4]3[CH:5]=[CH:6][C:7]([CH3:8])=[C:2]([Cl:1])[CH:3]=3)[C:10]([CH:12]3[CH2:17][CH2:16][N:15]([C:18](=[O:20])[CH3:19])[CH2:14][CH2:13]3)=[O:11])[CH2:25][CH:26]2[CH2:27]1)(=[O:51])=[O:50], predict the reactants needed to synthesize it. The reactants are: [Cl:1][C:2]1[CH:3]=[C:4]([N:9]([CH2:21][CH2:22][CH2:23][N:24]2[CH2:31][CH:30]3[CH:26]([CH2:27][NH:28][CH2:29]3)[CH2:25]2)[C:10]([CH:12]2[CH2:17][CH2:16][N:15]([C:18](=[O:20])[CH3:19])[CH2:14][CH2:13]2)=[O:11])[CH:5]=[CH:6][C:7]=1[CH3:8].CCN(C(C)C)C(C)C.[Cl:41][C:42]1[CH:47]=[C:46]([F:48])[CH:45]=[CH:44][C:43]=1[S:49](Cl)(=[O:51])=[O:50]. (3) Given the product [Cl:22][C:4]1[N:3]=[C:2]([C:23]#[C:24][CH3:25])[C:7]([N+:8]([O-:10])=[O:9])=[C:6]([NH:11][CH2:12][C:13]2[C:18]([CH3:19])=[CH:17][CH:16]=[CH:15][C:14]=2[CH2:20][CH3:21])[CH:5]=1, predict the reactants needed to synthesize it. The reactants are: Cl[C:2]1[C:7]([N+:8]([O-:10])=[O:9])=[C:6]([NH:11][CH2:12][C:13]2[C:18]([CH3:19])=[CH:17][CH:16]=[CH:15][C:14]=2[CH2:20][CH3:21])[CH:5]=[C:4]([Cl:22])[N:3]=1.[CH2:23]([Sn](CCCC)(CCCC)C#CC)[CH2:24][CH2:25]C. (4) The reactants are: [F:1][C:2]1[CH:10]=[CH:9][CH:8]=[C:7]2[C:3]=1[CH:4]=[N:5][NH:6]2.[I:11]I.[OH-].[K+]. Given the product [F:1][C:2]1[CH:10]=[CH:9][CH:8]=[C:7]2[C:3]=1[C:4]([I:11])=[N:5][NH:6]2, predict the reactants needed to synthesize it. (5) Given the product [CH3:1][O:30][C:28]1[CH:29]=[C:24]([F:23])[CH:25]=[CH:26][C:27]=1[N+:31]([O-:33])=[O:32], predict the reactants needed to synthesize it. The reactants are: [CH3:1]OC1C=C(N2CCCC2)C=CC=1NS(C1SC=CC=1)(=O)=O.[F:23][C:24]1[CH:25]=[CH:26][C:27]([N+:31]([O-:33])=[O:32])=[C:28]([OH:30])[CH:29]=1.IC.C(=O)([O-])[O-].[Cs+].[Cs+]. (6) The reactants are: [N:1]1([NH:7][C:8]([C:10]2[N:11]=[C:12]([C:16]3[CH:21]=[CH:20][C:19]([O:22][C:23]([F:26])([F:25])[F:24])=[CH:18][CH:17]=3)[NH:13][C:14]=2[CH3:15])=[O:9])[CH2:6][CH2:5][CH2:4][CH2:3][CH2:2]1.CC([O-])(C)C.[K+].Br[CH2:34][CH:35]1[CH2:40][CH2:39][CH2:38][CH2:37][O:36]1. Given the product [N:1]1([NH:7][C:8]([C:10]2[N:11]=[C:12]([C:16]3[CH:21]=[CH:20][C:19]([O:22][C:23]([F:25])([F:26])[F:24])=[CH:18][CH:17]=3)[N:13]([CH2:34][CH:35]3[CH2:40][CH2:39][CH2:38][CH2:37][O:36]3)[C:14]=2[CH3:15])=[O:9])[CH2:6][CH2:5][CH2:4][CH2:3][CH2:2]1, predict the reactants needed to synthesize it. (7) Given the product [Cl:20][C:11]1[C:12]([N:14]([CH2:16][CH:17]([CH3:19])[CH3:18])[CH3:15])=[CH:13][C:8]2[N:7]=[C:24]([C:26]3[CH:31]=[CH:30][CH:29]=[C:28]([C:32]4[CH:33]=[C:34]([CH3:39])[N:35]=[C:36]([CH3:38])[CH:37]=4)[CH:27]=3)[CH2:23][C:22](=[O:40])[NH:21][C:9]=2[CH:10]=1, predict the reactants needed to synthesize it. The reactants are: C(OC(=O)[NH:7][C:8]1[CH:13]=[C:12]([N:14]([CH2:16][CH:17]([CH3:19])[CH3:18])[CH3:15])[C:11]([Cl:20])=[CH:10][C:9]=1[NH:21][C:22](=[O:40])[CH2:23][C:24]([C:26]1[CH:31]=[CH:30][CH:29]=[C:28]([C:32]2[CH:37]=[C:36]([CH3:38])[N:35]=[C:34]([CH3:39])[CH:33]=2)[CH:27]=1)=O)(C)(C)C.C(O)(C(F)(F)F)=O. (8) Given the product [C:12]([O:11][C:9]([N:39]1[C:29]2[N:30]=[C:31]([C:33]3[CH:38]=[CH:37][CH:36]=[CH:35][CH:34]=3)[N:32]=[C:27]([Cl:26])[C:28]=2[CH:41]=[C:40]1[CH3:42])=[O:10])([CH3:13])([CH3:14])[CH3:15], predict the reactants needed to synthesize it. The reactants are: [C:9](O[C:9]([O:11][C:12]([CH3:15])([CH3:14])[CH3:13])=[O:10])([O:11][C:12]([CH3:15])([CH3:14])[CH3:13])=[O:10].CN(C1C=CC=CN=1)C.Cl.[Cl:26][C:27]1[C:28]2[CH:41]=[C:40]([CH3:42])[NH:39][C:29]=2[N:30]=[C:31]([C:33]2[CH:38]=[CH:37][CH:36]=[CH:35][CH:34]=2)[N:32]=1.